From a dataset of Forward reaction prediction with 1.9M reactions from USPTO patents (1976-2016). Predict the product of the given reaction. Given the reactants C([O:9][CH2:10][CH2:11][O:12][C:13]1[CH:14]=[N:15][CH:16]=[CH:17][C:18]=1[CH2:19][NH:20][C:21](=[O:42])[CH2:22][N:23]1[C:28](=[O:29])[C:27]([Cl:30])=[C:26]([NH:31][C@@H:32]2[CH2:37][C@@H:36]3[CH2:38][C@@H:34]([C:35]3([CH3:40])[CH3:39])[C@H:33]2[CH3:41])[CH:25]=[N:24]1)(=O)C1C=CC=CC=1.[OH-].[Na+], predict the reaction product. The product is: [Cl:30][C:27]1[C:28](=[O:29])[N:23]([CH2:22][C:21]([NH:20][CH2:19][C:18]2[CH:17]=[CH:16][N:15]=[CH:14][C:13]=2[O:12][CH2:11][CH2:10][OH:9])=[O:42])[N:24]=[CH:25][C:26]=1[NH:31][C@@H:32]1[CH2:37][C@@H:36]2[CH2:38][C@@H:34]([C:35]2([CH3:40])[CH3:39])[C@H:33]1[CH3:41].